Dataset: Forward reaction prediction with 1.9M reactions from USPTO patents (1976-2016). Task: Predict the product of the given reaction. (1) Given the reactants [Cl:1][C:2]1[CH:7]=[CH:6][C:5]([C:8]2[CH:12]([C:13]3[CH:18]=[CH:17][CH:16]=[CH:15][CH:14]=3)[CH2:11][NH:10][N:9]=2)=[CH:4][CH:3]=1.N1C(C)=CC(C)=CC=1C.[F:28][C:29]([F:43])([F:42])[C:30]1[CH:31]=[C:32]([S:36]([CH2:39][CH2:40]Cl)(=[O:38])=[O:37])[CH:33]=[CH:34][CH:35]=1, predict the reaction product. The product is: [Cl:1][C:2]1[CH:3]=[CH:4][C:5]([C:8]2[CH:12]([C:13]3[CH:14]=[CH:15][CH:16]=[CH:17][CH:18]=3)[CH2:11][N:10]([CH2:40][CH2:39][S:36]([C:32]3[CH:33]=[CH:34][CH:35]=[C:30]([C:29]([F:42])([F:28])[F:43])[CH:31]=3)(=[O:37])=[O:38])[N:9]=2)=[CH:6][CH:7]=1. (2) Given the reactants Br[C:2]1[S:3][C:4]([NH:32]C(=O)OC(C)(C)C)=[C:5]([C:7](=[O:31])[NH:8][C:9]2[CH:10]=[N:11][N:12]([CH3:30])[C:13]=2[C@@H:14]2[CH2:20][CH2:19][C@@H:18]([NH:21]C(OC(C)(C)C)=O)[C@H:17]([F:29])[CH2:16][O:15]2)[N:6]=1.[Cl:40][C:41]1[C:42]([F:50])=[C:43](B(O)O)[CH:44]=[CH:45][CH:46]=1, predict the reaction product. The product is: [NH2:32][C:4]1[S:3][C:2]([C:43]2[CH:44]=[CH:45][CH:46]=[C:41]([Cl:40])[C:42]=2[F:50])=[N:6][C:5]=1[C:7]([NH:8][C:9]1[CH:10]=[N:11][N:12]([CH3:30])[C:13]=1[C@@H:14]1[CH2:20][CH2:19][C@@H:18]([NH2:21])[C@H:17]([F:29])[CH2:16][O:15]1)=[O:31]. (3) Given the reactants [Br:1][C:2]1[CH:3]=[C:4]([CH:7]=[CH:8][CH:9]=1)[CH:5]=[O:6].CC1C=CC(S(O)(=O)=O)=CC=1.[CH2:21](O)[CH2:22][OH:23], predict the reaction product. The product is: [Br:1][C:2]1[CH:3]=[C:4]([CH:5]2[O:23][CH2:22][CH2:21][O:6]2)[CH:7]=[CH:8][CH:9]=1. (4) The product is: [Br:30][C:31]1[CH:32]=[CH:33][C:34]([C@@H:37]2[CH2:39][C@H:38]2[C:40]([OH:42])=[O:41])=[CH:35][CH:36]=1. Given the reactants C(C1OC[C@H](C(C)(C)C)N=1)(C1OC[C@H](C(C)(C)C)N=1)(C)C.C(OC(=O)C=[N+]=[N-])C.[Br:30][C:31]1[CH:36]=[CH:35][C:34]([C@@H:37]2[CH2:39][C@H:38]2[C:40]([O:42]CC)=[O:41])=[CH:33][CH:32]=1.BrC1C=CC(C=C)=CC=1.[Li+].[OH-], predict the reaction product.